Dataset: Forward reaction prediction with 1.9M reactions from USPTO patents (1976-2016). Task: Predict the product of the given reaction. Given the reactants [C:1]([NH2:9])(=[O:8])[C:2]1[CH:7]=[CH:6][CH:5]=[N:4][CH:3]=1.[Cl:10][CH2:11][C:12]([C:14]1[CH:19]=[CH:18][C:17]([Cl:20])=[CH:16][CH:15]=1)=[O:13], predict the reaction product. The product is: [Cl-:10].[NH2:9][C:1]([C:2]1[CH:3]=[N+:4]([CH2:11][C:12]([C:14]2[CH:19]=[CH:18][C:17]([Cl:20])=[CH:16][CH:15]=2)=[O:13])[CH:5]=[CH:6][CH:7]=1)=[O:8].